This data is from Catalyst prediction with 721,799 reactions and 888 catalyst types from USPTO. The task is: Predict which catalyst facilitates the given reaction. (1) Reactant: [Cl-].[CH3:2][C@H:3]1[CH2:8][CH2:7][CH2:6][C@@H:5]([CH3:9])[N:4]1[CH2:10][CH2:11][NH3+:12].[NH2:13][C:14]1[CH:15]=[C:16]([CH:21]=[CH:22][C:23]=1[F:24])[C:17](OC)=[O:18]. Product: [NH2:13][C:14]1[CH:15]=[C:16]([CH:21]=[CH:22][C:23]=1[F:24])[C:17]([NH:12][CH2:11][CH2:10][N:4]1[C@H:5]([CH3:9])[CH2:6][CH2:7][CH2:8][C@@H:3]1[CH3:2])=[O:18]. The catalyst class is: 1. (2) Reactant: [C:1]1(C)C=CC=CC=1.C(OC)(OC)OC.[NH2:15][C:16]1[C:17]2[C:24]([C:25]#[C:26][C:27]3[CH:32]=[C:31]([O:33][CH3:34])[CH:30]=[C:29]([O:35][CH3:36])[CH:28]=3)=[CH:23][N:22]([C@@H:37]3[CH2:41][N:40]([C:42]([O:44][C:45]([CH3:48])([CH3:47])[CH3:46])=[O:43])[C@H:39]([C:49]([NH:51][NH2:52])=[O:50])[CH2:38]3)[C:18]=2[N:19]=[CH:20][N:21]=1.C(O)(=O)C. Product: [NH2:15][C:16]1[C:17]2[C:24]([C:25]#[C:26][C:27]3[CH:32]=[C:31]([O:33][CH3:34])[CH:30]=[C:29]([O:35][CH3:36])[CH:28]=3)=[CH:23][N:22]([C@@H:37]3[CH2:41][N:40]([C:42]([O:44][C:45]([CH3:46])([CH3:47])[CH3:48])=[O:43])[C@H:39]([C:49]4[O:50][CH:1]=[N:52][N:51]=4)[CH2:38]3)[C:18]=2[N:19]=[CH:20][N:21]=1. The catalyst class is: 69. (3) Reactant: C([N:3]([CH2:15][CH3:16])[C:4](=[O:14])[C:5]1[CH:10]=[CH:9][C:8]([O:11][CH3:12])=[CH:7][C:6]=1C)C.C([Li])(C)(C)C.CCCCC.[CH3:27][N:28](C)[C:29]#N. Product: [CH3:27][N:28]([CH3:29])[C:15]1[N:3]=[C:4]([OH:14])[C:5]2[C:6]([CH:16]=1)=[CH:7][C:8]([O:11][CH3:12])=[CH:9][CH:10]=2. The catalyst class is: 1.